This data is from Full USPTO retrosynthesis dataset with 1.9M reactions from patents (1976-2016). The task is: Predict the reactants needed to synthesize the given product. Given the product [Cl:1][C:2]1[CH:3]=[CH:4][C:5]([CH2:8][O:9][C:10]2[CH:15]=[CH:14][N:13]([C:16]3[CH:17]=[N:18][C:19]([N:22]([CH3:36])[CH:23]4[CH:27]([CH3:28])[CH2:26][NH:25][CH2:24]4)=[CH:20][CH:21]=3)[C:12](=[O:37])[CH:11]=2)=[N:6][CH:7]=1, predict the reactants needed to synthesize it. The reactants are: [Cl:1][C:2]1[CH:3]=[CH:4][C:5]([CH2:8][O:9][C:10]2[CH:15]=[CH:14][N:13]([C:16]3[CH:17]=[N:18][C:19]([N:22]([CH3:36])[CH:23]4[CH:27]([CH3:28])[CH2:26][N:25](CC5C=CC=CC=5)[CH2:24]4)=[CH:20][CH:21]=3)[C:12](=[O:37])[CH:11]=2)=[N:6][CH:7]=1.ClC(OC(Cl)C)=O.